This data is from Forward reaction prediction with 1.9M reactions from USPTO patents (1976-2016). The task is: Predict the product of the given reaction. (1) Given the reactants Cl[C:2]([O:4][CH2:5][C:6]1[CH:11]=[CH:10][CH:9]=[CH:8][CH:7]=1)=[O:3].[NH2:12][C:13]1[CH:18]=[CH:17][CH:16]=[CH:15][C:14]=1[OH:19], predict the reaction product. The product is: [OH:19][C:14]1[CH:15]=[CH:16][CH:17]=[CH:18][C:13]=1[NH:12][C:2](=[O:3])[O:4][CH2:5][C:6]1[CH:11]=[CH:10][CH:9]=[CH:8][CH:7]=1. (2) Given the reactants [Cl:1][C:2]1[C:7]([F:8])=[CH:6][C:5]([C:9]2[NH:14][C:13]3[CH:15]=[CH:16][S:17][C:12]=3[C:11](=O)[N:10]=2)=[C:4]([F:19])[CH:3]=1.P(Cl)(Cl)([Cl:22])=O, predict the reaction product. The product is: [Cl:22][C:11]1[C:12]2[S:17][CH:16]=[CH:15][C:13]=2[N:14]=[C:9]([C:5]2[CH:6]=[C:7]([F:8])[C:2]([Cl:1])=[CH:3][C:4]=2[F:19])[N:10]=1.